From a dataset of Reaction yield outcomes from USPTO patents with 853,638 reactions. Predict the reaction yield, written as a fraction of the theoretical maximum amount of product (1.0 means a 100% yield; for example, 0.34 means a 34% yield). (1) The reactants are [N:1]1[CH:6]=[CH:5][C:4]([C:7]2[N:11]=[C:10]([CH2:12][NH:13][C:14](=[O:20])[O:15][C:16]([CH3:19])([CH3:18])[CH3:17])[NH:9][N:8]=2)=[CH:3][CH:2]=1.Br[CH2:22][CH2:23][OH:24].C(=O)([O-])[O-].[K+].[K+].N1C=CN=N1. The catalyst is CCOC(C)=O.CO.C(#N)C. The product is [OH:24][CH2:23][CH2:22][N:9]1[C:10]([CH2:12][NH:13][C:14](=[O:20])[O:15][C:16]([CH3:17])([CH3:19])[CH3:18])=[N:11][C:7]([C:4]2[CH:5]=[CH:6][N:1]=[CH:2][CH:3]=2)=[N:8]1. The yield is 0.620. (2) The reactants are [C:1]([O:5][C:6]([N:8]1[CH2:12][CH2:11][C:10](=[O:13])[CH2:9]1)=[O:7])([CH3:4])([CH3:3])[CH3:2].[C:14]([Mg]Br)#[CH:15]. The catalyst is O1CCCC1. The product is [C:1]([O:5][C:6]([N:8]1[CH2:12][CH2:11][C:10]([C:14]#[CH:15])([OH:13])[CH2:9]1)=[O:7])([CH3:4])([CH3:2])[CH3:3]. The yield is 0.440. (3) The reactants are [CH3:1][O:2][C:3](=[O:23])[CH:4]([O:8][C:9]1[CH:10]=[N:11][C:12]([O:15][CH2:16][C:17]2[CH:22]=[CH:21][CH:20]=[CH:19][CH:18]=2)=[CH:13][CH:14]=1)[CH2:5][CH2:6]Br.CC(C)([O-])C.[K+]. The catalyst is O1CCCC1. The product is [CH3:1][O:2][C:3]([C:4]1([O:8][C:9]2[CH:10]=[N:11][C:12]([O:15][CH2:16][C:17]3[CH:22]=[CH:21][CH:20]=[CH:19][CH:18]=3)=[CH:13][CH:14]=2)[CH2:6][CH2:5]1)=[O:23]. The yield is 0.920. (4) The reactants are [O:1]=[C:2]1[C@H:7]([NH:8][C:9](=[O:15])[O:10][C:11]([CH3:14])([CH3:13])[CH3:12])[CH2:6][CH2:5][CH2:4][NH:3]1.[H-].[Na+].I[CH3:19].O. The catalyst is CN(C)C=O. The product is [CH3:19][N:3]1[CH2:4][CH2:5][CH2:6][C@@H:7]([NH:8][C:9](=[O:15])[O:10][C:11]([CH3:12])([CH3:14])[CH3:13])[C:2]1=[O:1]. The yield is 0.450. (5) The reactants are C(N(CC)CC)C.[N+:8]([C:11]1[CH:16]=[CH:15][C:14]([N:17]2[CH2:22][CH2:21][NH:20][CH2:19][CH2:18]2)=[CH:13][CH:12]=1)([O-:10])=[O:9].[C:23](Cl)(=[O:27])[CH:24]([CH3:26])[CH3:25]. The catalyst is ClCCl. The product is [CH3:25][CH:24]([CH3:26])[C:23]([N:20]1[CH2:21][CH2:22][N:17]([C:14]2[CH:13]=[CH:12][C:11]([N+:8]([O-:10])=[O:9])=[CH:16][CH:15]=2)[CH2:18][CH2:19]1)=[O:27]. The yield is 0.900.